Dataset: Full USPTO retrosynthesis dataset with 1.9M reactions from patents (1976-2016). Task: Predict the reactants needed to synthesize the given product. (1) Given the product [CH3:18][N:9]1[C:10]2[C:15](=[CH:14][C:13]([CH3:17])=[CH:12][CH:11]=2)[CH:16]=[C:8]1[C:5]1[CH:6]=[CH:7][C:2]([C:26]([O:33][CH3:32])=[O:27])=[CH:3][CH:4]=1, predict the reactants needed to synthesize it. The reactants are: Br[C:2]1[CH:7]=[CH:6][C:5]([C:8]2[N:9]([CH3:18])[C:10]3[C:15]([CH:16]=2)=[CH:14][C:13]([CH3:17])=[CH:12][CH:11]=3)=[CH:4][CH:3]=1.C(N(CC)CC)C.[CH3:26][OH:27].[C]=O.CN(C)[CH:32]=[O:33]. (2) Given the product [Cl:17][C:16]1[C:2]([Cl:1])=[CH:3][C:4]2[NH:8][C:7]([C:9]([OH:14])([CH:20]([CH3:21])[CH:19]=[CH2:18])[C:10]([F:13])([F:11])[F:12])=[N:6][C:5]=2[CH:15]=1, predict the reactants needed to synthesize it. The reactants are: [Cl:1][C:2]1[C:16]([Cl:17])=[CH:15][C:5]2[NH:6][C:7]([C:9](=[O:14])[C:10]([F:13])([F:12])[F:11])=[N:8][C:4]=2[CH:3]=1.[CH2:18](Br)[CH:19]=[CH:20][CH3:21].[In].Cl. (3) Given the product [F:1][C:2]1[CH:7]=[C:6]([F:8])[C:5]2[O:9][C:25]([C@@H:20]3[CH2:21][CH2:22][C@@H:23]([CH3:24])[NH:18][CH2:19]3)=[N:10][C:4]=2[CH:3]=1, predict the reactants needed to synthesize it. The reactants are: [F:1][C:2]1[CH:7]=[C:6]([F:8])[C:5]([OH:9])=[C:4]([NH2:10])[CH:3]=1.C(OC([N:18]1[C@H:23]([CH3:24])[CH2:22][CH2:21][C@@H:20]([C:25](O)=O)[CH2:19]1)=O)(C)(C)C.CS(O)(=O)=O.O=P12OP3(OP(OP(O3)(O1)=O)(=O)O2)=O.C([O-])(O)=O.[Na+]. (4) The reactants are: Br[C:2]1[CH:7]=[CH:6][C:5]([C:8]([N:10]2[CH2:15][CH2:14][N:13]([C:16]3[C:21]([CH3:22])=[CH:20][C:19]([CH3:23])=[CH:18][N:17]=3)[CH2:12][CH2:11]2)=[O:9])=[C:4]([F:24])[CH:3]=1.[CH3:25][O:26][C:27]1[CH:40]=[CH:39][C:30]([CH2:31][N:32]2[CH2:36][CH:35]([CH3:37])[NH:34][C:33]2=[O:38])=[CH:29][CH:28]=1. Given the product [CH3:22][C:21]1[C:16]([N:13]2[CH2:14][CH2:15][N:10]([C:8]([C:5]3[CH:6]=[CH:7][C:2]([N:34]4[CH:35]([CH3:37])[CH2:36][N:32]([CH2:31][C:30]5[CH:39]=[CH:40][C:27]([O:26][CH3:25])=[CH:28][CH:29]=5)[C:33]4=[O:38])=[CH:3][C:4]=3[F:24])=[O:9])[CH2:11][CH2:12]2)=[N:17][CH:18]=[C:19]([CH3:23])[CH:20]=1, predict the reactants needed to synthesize it. (5) Given the product [F:26][C:23]1[CH:24]=[CH:25][C:20]([CH2:19][N:16]2[N:15]3[C:7](=[CH:8][C:9]4[C:14]3=[CH:13][CH:12]=[CH:11][CH:10]=4)[C:6]([OH:27])=[C:5]([C:3]([NH:28][CH2:29][C:30]([OH:32])=[O:31])=[O:4])[C:17]2=[O:18])=[CH:21][CH:22]=1, predict the reactants needed to synthesize it. The reactants are: CO[C:3]([C:5]1[C:17](=[O:18])[N:16]([CH2:19][C:20]2[CH:25]=[CH:24][C:23]([F:26])=[CH:22][CH:21]=2)[N:15]2[C:7](=[CH:8][C:9]3[C:14]2=[CH:13][CH:12]=[CH:11][CH:10]=3)[C:6]=1[OH:27])=[O:4].[NH2:28][CH2:29][C:30]([O-:32])=[O:31].[Na+]. (6) Given the product [NH2:25][C:21]1[N:20]=[C:19]([C:6]2[CH:7]=[CH:8][C:9]([OH:11])=[CH:10][C:5]=2[CH:1]2[CH2:4][CH2:3][CH2:2]2)[CH:24]=[CH:23][CH:22]=1, predict the reactants needed to synthesize it. The reactants are: [CH:1]1([C:5]2[CH:10]=[C:9]([O:11]CC3C=CC=CC=3)[CH:8]=[CH:7][C:6]=2[C:19]2[CH:24]=[CH:23][CH:22]=[C:21]([N:25]3C(C)=CC=C3C)[N:20]=2)[CH2:4][CH2:3][CH2:2]1.NO. (7) The reactants are: [CH2:1]([C:3]1[CH:8]=[C:7]([C:9]2[N:13]=[C:12]([C:14]3[CH:19]=[C:18]([CH2:20][CH:21]([CH3:23])[CH3:22])[CH:17]=[C:16]([CH3:24])[N:15]=3)[O:11][N:10]=2)[CH:6]=[C:5]([CH3:25])[C:4]=1[OH:26])[CH3:2].[CH2:27]1[O:29][C@@H:28]1[CH2:30]O.C1(P(C2C=CC=CC=2)C2C=CC=CC=2)C=CC=CC=1.CCOC(/N=N/C(OCC)=O)=O. Given the product [CH2:1]([C:3]1[CH:8]=[C:7]([C:9]2[N:13]=[C:12]([C:14]3[CH:19]=[C:18]([CH2:20][CH:21]([CH3:23])[CH3:22])[CH:17]=[C:16]([CH3:24])[N:15]=3)[O:11][N:10]=2)[CH:6]=[C:5]([CH3:25])[C:4]=1[O:26][CH2:30][C@@H:28]1[CH2:27][O:29]1)[CH3:2], predict the reactants needed to synthesize it. (8) Given the product [F:1][C:2]1[C:3]([I:12])=[C:4]2[NH:10][N:9]=[CH:8][C:5]2=[N:6][CH:7]=1, predict the reactants needed to synthesize it. The reactants are: [F:1][C:2]1[C:3]([I:12])=[C:4]2[NH:10][N:9]=[C:8](N)[C:5]2=[N:6][CH:7]=1.CN(C=O)C.N(OC(C)(C)C)=O.I.